From a dataset of Forward reaction prediction with 1.9M reactions from USPTO patents (1976-2016). Predict the product of the given reaction. (1) Given the reactants [Cl:1][C:2]1[S:6][C:5]([S:7]([N:10]([CH2:17][CH3:18])[C:11]2([C:14]([OH:16])=O)[CH2:13][CH2:12]2)(=[O:9])=[O:8])=[CH:4][CH:3]=1.CCOC(OC(OCC)=O)=O.[F:30][C:31]([F:48])([F:47])[O:32][C:33]1[CH:38]=[CH:37][C:36]([C:39]2[CH:44]=[C:43]([CH2:45][NH2:46])[CH:42]=[CH:41][N:40]=2)=[CH:35][CH:34]=1, predict the reaction product. The product is: [Cl:1][C:2]1[S:6][C:5]([S:7]([N:10]([CH2:17][CH3:18])[C:11]2([C:14]([NH:46][CH2:45][C:43]3[CH:42]=[CH:41][N:40]=[C:39]([C:36]4[CH:35]=[CH:34][C:33]([O:32][C:31]([F:48])([F:30])[F:47])=[CH:38][CH:37]=4)[CH:44]=3)=[O:16])[CH2:12][CH2:13]2)(=[O:8])=[O:9])=[CH:4][CH:3]=1. (2) Given the reactants Cl[C:2]1[CH:11]=[C:10]([Cl:12])[C:9]2[C:4](=[CH:5][C:6]([O:14][CH3:15])=[C:7]([F:13])[CH:8]=2)[N:3]=1.C(=O)([O-])[O-].[Cs+].[Cs+].[CH:22]([C:25]1[CH:29]=[CH:28][NH:27][N:26]=1)([CH3:24])[CH3:23], predict the reaction product. The product is: [Cl:12][C:10]1[C:9]2[C:4](=[CH:5][C:6]([O:14][CH3:15])=[C:7]([F:13])[CH:8]=2)[N:3]=[C:2]([N:27]2[CH:28]=[CH:29][C:25]([CH:22]([CH3:24])[CH3:23])=[N:26]2)[CH:11]=1. (3) Given the reactants Br[C:2]1[CH:7]=[CH:6][C:5]([Br:8])=[CH:4][N:3]=1.[C:9]([N:12]1[CH2:17][CH2:16][NH:15][CH2:14][CH2:13]1)(=[O:11])[CH3:10], predict the reaction product. The product is: [Br:8][C:5]1[CH:6]=[CH:7][C:2]([N:15]2[CH2:16][CH2:17][N:12]([C:9](=[O:11])[CH3:10])[CH2:13][CH2:14]2)=[N:3][CH:4]=1.